Dataset: Forward reaction prediction with 1.9M reactions from USPTO patents (1976-2016). Task: Predict the product of the given reaction. Given the reactants [CH3:1][O:2][C:3]1[CH:8]=[CH:7][C:6]([CH2:9][C:10]([NH:12]/[N:13]=[C:14]2\[NH:15][C:16](=[O:28])[C:17]3[NH:18][CH:19]=[N:20][C:21]=3[N:22]\2[CH2:23][CH2:24][CH2:25][CH2:26][CH3:27])=O)=[CH:5][CH:4]=1, predict the reaction product. The product is: [CH3:1][O:2][C:3]1[CH:8]=[CH:7][C:6]([CH2:9][C:10]2[N:15]3[C:16](=[O:28])[C:17]4[NH:18][CH:19]=[N:20][C:21]=4[N:22]([CH2:23][CH2:24][CH2:25][CH2:26][CH3:27])[C:14]3=[N:13][N:12]=2)=[CH:5][CH:4]=1.